From a dataset of Catalyst prediction with 721,799 reactions and 888 catalyst types from USPTO. Predict which catalyst facilitates the given reaction. (1) Reactant: [Cl:1][C:2]1[CH:7]=[CH:6][C:5]([N:8]2[C:17](=[O:18])[C:16]3[C:11](=[CH:12][C:13]([O:19]C)=[CH:14][CH:15]=3)[N:10]=[C:9]2[CH2:21][CH3:22])=[CH:4][CH:3]=1. Product: [Cl:1][C:2]1[CH:3]=[CH:4][C:5]([N:8]2[C:17](=[O:18])[C:16]3[C:11](=[CH:12][C:13]([OH:19])=[CH:14][CH:15]=3)[N:10]=[C:9]2[CH2:21][CH3:22])=[CH:6][CH:7]=1. The catalyst class is: 201. (2) Reactant: [OH:1][C@@H:2]1[CH2:19][CH2:18][C@@:17]2([CH3:20])[C:4](=[CH:5][CH2:6][C@@H:7]3[C@@H:16]2[CH2:15][CH2:14][C@@:12]2([CH3:13])[C@H:8]3[CH2:9][CH2:10][C:11]2=[O:21])[CH2:3]1.[CH3:22][Si:23]([CH3:30])([CH3:29])N[Si:23]([CH3:30])([CH3:29])[CH3:22].S1(C2C(=CC=CC=2)C(=O)N1)(=O)=O. Product: [CH3:22][Si:23]([CH3:30])([CH3:29])[O:1][C@@H:2]1[CH2:19][CH2:18][C@@:17]2([CH3:20])[C:4](=[CH:5][CH2:6][C@@H:7]3[C@@H:16]2[CH2:15][CH2:14][C@@:12]2([CH3:13])[C@H:8]3[CH2:9][CH2:10][C:11]2=[O:21])[CH2:3]1. The catalyst class is: 10. (3) Reactant: C[O:2][C:3]([C:5]1[CH:14]=[C:13]([O:15][CH2:16][C:17]([C:19]2[CH:24]=[CH:23][C:22]([O:25][CH3:26])=[CH:21][CH:20]=2)=[O:18])[C:12]2[C:7](=[CH:8][C:9]([Cl:28])=[CH:10][C:11]=2[Cl:27])[CH:6]=1)=[O:4].[OH-].[Na+].Cl. Product: [Cl:27][C:11]1[CH:10]=[C:9]([Cl:28])[CH:8]=[C:7]2[C:12]=1[C:13]([O:15][CH2:16][C:17]([C:19]1[CH:20]=[CH:21][C:22]([O:25][CH3:26])=[CH:23][CH:24]=1)=[O:18])=[CH:14][C:5]([C:3]([OH:4])=[O:2])=[CH:6]2. The catalyst class is: 20. (4) Product: [Br:39][C:36]1[CH:37]=[C:38]2[C:33]([CH:32]=[CH:31][N:30]=[C:29]2[O:28][C:25]2[CH:24]=[CH:23][C:22]([CH2:21][C@H:17]([NH:16][C:2]3[C:11]([C:12]([OH:14])=[O:13])=[CH:10][C:9]4[C:4](=[CH:5][CH:6]=[C:7]([Cl:15])[CH:8]=4)[N:3]=3)[C:18]([OH:20])=[O:19])=[CH:27][CH:26]=2)=[CH:34][CH:35]=1. Reactant: Cl[C:2]1[C:11]([C:12]([OH:14])=[O:13])=[CH:10][C:9]2[C:4](=[CH:5][CH:6]=[C:7]([Cl:15])[CH:8]=2)[N:3]=1.[NH2:16][C@@H:17]([CH2:21][C:22]1[CH:27]=[CH:26][C:25]([O:28][C:29]2[C:38]3[C:33](=[CH:34][CH:35]=[C:36]([Br:39])[CH:37]=3)[CH:32]=[CH:31][N:30]=2)=[CH:24][CH:23]=1)[C:18]([OH:20])=[O:19]. The catalyst class is: 16. (5) Reactant: [CH:1]([CH:3]1[S:7][C:6]([C:8]2[NH:9][C:10]3[C:15]([CH:16]=2)=[CH:14][CH:13]=[CH:12][C:11]=3[N:17]([CH3:27])[S:18]([C:21]2[CH:26]=[CH:25][CH:24]=[CH:23][N:22]=2)(=[O:20])=[O:19])=[N:5][CH2:4]1)=[O:2].[BH4-].[Na+].[Cl-].[NH4+]. Product: [OH:2][CH2:1][CH:3]1[S:7][C:6]([C:8]2[NH:9][C:10]3[C:15]([CH:16]=2)=[CH:14][CH:13]=[CH:12][C:11]=3[N:17]([CH3:27])[S:18]([C:21]2[CH:26]=[CH:25][CH:24]=[CH:23][N:22]=2)(=[O:19])=[O:20])=[N:5][CH2:4]1. The catalyst class is: 214. (6) Reactant: C([O:3][C:4]([C:6]1[NH:7][C:8]2[C:13]([CH:14]=1)=[CH:12][CH:11]=[C:10]([Cl:15])[CH:9]=2)=O)C.[H-].[Al+3].[Li+].[H-].[H-].[H-]. Product: [Cl:15][C:10]1[CH:9]=[C:8]2[C:13]([CH:14]=[C:6]([CH2:4][OH:3])[NH:7]2)=[CH:12][CH:11]=1. The catalyst class is: 27. (7) Product: [CH3:31][O:32][C:33]1[CH:34]=[C:35]([NH:39][S:20]([C:13]2[C:14]3[C:19](=[CH:18][CH:17]=[CH:16][CH:15]=3)[C:10]([NH:9][C:1](=[O:8])[C:2]3[CH:7]=[CH:6][CH:5]=[CH:4][CH:3]=3)=[CH:11][CH:12]=2)(=[O:22])=[O:21])[CH:36]=[CH:37][CH:38]=1. The catalyst class is: 2. Reactant: [C:1]([NH:9][C:10]1[C:19]2[C:14](=[CH:15][CH:16]=[CH:17][CH:18]=2)[C:13]([S:20](Cl)(=[O:22])=[O:21])=[CH:12][CH:11]=1)(=[O:8])[C:2]1[CH:7]=[CH:6][CH:5]=[CH:4][CH:3]=1.C(N(CC)CC)C.[CH3:31][O:32][C:33]1[CH:38]=[CH:37][CH:36]=[C:35]([NH2:39])[CH:34]=1. (8) Reactant: Br[C:2]1[CH:14]=[CH:13][C:5]([O:6][CH2:7][CH2:8][NH:9][C:10](=[O:12])[CH3:11])=[CH:4][CH:3]=1.[CH3:15][C:16]1([CH3:30])[CH2:21][O:20][B:19]([B:19]2[O:20][CH2:21][C:16]([CH3:30])([CH3:15])[CH2:17][O:18]2)[O:18][CH2:17]1.CC([O-])=O.[K+].C(OCC)(=O)C. Product: [CH3:15][C:16]1([CH3:30])[CH2:21][O:20][B:19]([C:2]2[CH:14]=[CH:13][C:5]([O:6][CH2:7][CH2:8][NH:9][C:10](=[O:12])[CH3:11])=[CH:4][CH:3]=2)[O:18][CH2:17]1. The catalyst class is: 75. (9) Reactant: Cl[C:2]1[C:3]([CH3:12])=[CH:4][C:5]2[N:6]([C:8]([NH2:11])=[N:9][N:10]=2)[N:7]=1.[O-:13][CH2:14][CH3:15].[Na+]. Product: [CH2:14]([O:13][C:2]1[C:3]([CH3:12])=[CH:4][C:5]2[N:6]([C:8]([NH2:11])=[N:9][N:10]=2)[N:7]=1)[CH3:15]. The catalyst class is: 8.